The task is: Predict the reactants needed to synthesize the given product.. This data is from Full USPTO retrosynthesis dataset with 1.9M reactions from patents (1976-2016). (1) Given the product [CH2:7]([O:6][P:4]([CH2:9][C:10]1[CH:11]=[CH:12][C:13]([NH:16][C:17]2[N:22]=[C:21]([NH:23][C:24]3[CH:25]=[CH:26][C:27]([C:35]4[CH2:36][CH2:37][NH:38][CH2:39][CH:40]=4)=[C:28]4[C:32]=3[C:31](=[O:33])[N:30]([CH3:34])[CH2:29]4)[C:20]([C:48]([F:50])([F:51])[F:49])=[CH:19][N:18]=2)=[CH:14][CH:15]=1)(=[O:5])[O:3][CH2:1][CH3:2])[CH3:8], predict the reactants needed to synthesize it. The reactants are: [CH2:1]([O:3][P:4]([CH2:9][C:10]1[CH:15]=[CH:14][C:13]([NH:16][C:17]2[N:22]=[C:21]([NH:23][C:24]3[CH:25]=[CH:26][C:27]([C:35]4[CH2:36][CH2:37][N:38](C(OC(C)(C)C)=O)[CH2:39][CH:40]=4)=[C:28]4[C:32]=3[C:31](=[O:33])[N:30]([CH3:34])[CH2:29]4)[C:20]([C:48]([F:51])([F:50])[F:49])=[CH:19][N:18]=2)=[CH:12][CH:11]=1)([O:6][CH2:7][CH3:8])=[O:5])[CH3:2].FC(F)(F)C(O)=O. (2) Given the product [Br:8][C:6]1[CH:5]=[CH:4][N:3]=[C:2]([NH:1][C:9](=[O:10])[O:11][C:12]([CH3:15])([CH3:14])[CH3:13])[CH:7]=1, predict the reactants needed to synthesize it. The reactants are: [NH2:1][C:2]1[CH:7]=[C:6]([Br:8])[CH:5]=[CH:4][N:3]=1.[C:9](O[C:9]([O:11][C:12]([CH3:15])([CH3:14])[CH3:13])=[O:10])([O:11][C:12]([CH3:15])([CH3:14])[CH3:13])=[O:10].O. (3) Given the product [F:23][C:21]1[CH:22]=[C:17]([C:7]2[CH:12]=[CH:11][CH:10]=[CH:9][CH:8]=2)[C:18]([CH3:24])=[CH:19][CH:20]=1, predict the reactants needed to synthesize it. The reactants are: C(=O)([O-])[O-].[K+].[K+].[C:7]1(B(O)O)[CH:12]=[CH:11][CH:10]=[CH:9][CH:8]=1.Br[C:17]1[CH:22]=[C:21]([F:23])[CH:20]=[CH:19][C:18]=1[CH3:24].C(OCC)(=O)C. (4) The reactants are: Br[C:2]1[CH:3]=[C:4]([CH:30]=[CH:31][CH:32]=1)[CH2:5][N:6]1[C:14]2[C:9](=[CH:10][CH:11]=[CH:12][CH:13]=2)[C:8]([C:15]2[CH:20]=[CH:19][C:18]([C:21]([CH3:24])([CH3:23])[CH3:22])=[CH:17][CH:16]=2)=[C:7]1[C:25]([O:27][CH2:28][CH3:29])=[O:26].[N:33]1(C(OC(C)(C)C)=O)[CH2:38][CH2:37][NH:36][CH2:35][CH2:34]1.CC([O-])(C)C.[Na+]. Given the product [C:21]([C:18]1[CH:19]=[CH:20][C:15]([C:8]2[C:9]3[C:14](=[CH:13][CH:12]=[CH:11][CH:10]=3)[N:6]([CH2:5][C:4]3[CH:30]=[CH:31][CH:32]=[C:2]([N:33]4[CH2:38][CH2:37][NH:36][CH2:35][CH2:34]4)[CH:3]=3)[C:7]=2[C:25]([O:27][CH2:28][CH3:29])=[O:26])=[CH:16][CH:17]=1)([CH3:23])([CH3:22])[CH3:24], predict the reactants needed to synthesize it. (5) The reactants are: [N:1]1[CH:6]=[CH:5][CH:4]=[CH:3][C:2]=1[O:7][C:8]1[CH:16]=[CH:15][C:11]([C:12](O)=[O:13])=[CH:10][CH:9]=1.Cl. Given the product [OH:13][CH2:12][C:11]1[CH:15]=[CH:16][C:8]([O:7][C:2]2[CH:3]=[CH:4][CH:5]=[CH:6][N:1]=2)=[CH:9][CH:10]=1, predict the reactants needed to synthesize it. (6) Given the product [CH3:17][O:16][C:15]1[CH:14]=[C:13]2[C:12](=[CH:19][CH:18]=1)[NH:11][C:9](=[O:10])[C:8]2=[O:2], predict the reactants needed to synthesize it. The reactants are: S(=O)(=O)(O)[OH:2].N(=[CH:8][C:9]([NH:11][C:12]1[CH:19]=[CH:18][C:15]([O:16][CH3:17])=[CH:14][CH:13]=1)=[O:10])O.